From a dataset of NCI-60 drug combinations with 297,098 pairs across 59 cell lines. Regression. Given two drug SMILES strings and cell line genomic features, predict the synergy score measuring deviation from expected non-interaction effect. (1) Drug 1: C1CN1P(=S)(N2CC2)N3CC3. Drug 2: CC1=C(N=C(N=C1N)C(CC(=O)N)NCC(C(=O)N)N)C(=O)NC(C(C2=CN=CN2)OC3C(C(C(C(O3)CO)O)O)OC4C(C(C(C(O4)CO)O)OC(=O)N)O)C(=O)NC(C)C(C(C)C(=O)NC(C(C)O)C(=O)NCCC5=NC(=CS5)C6=NC(=CS6)C(=O)NCCC[S+](C)C)O. Cell line: OVCAR-8. Synergy scores: CSS=40.2, Synergy_ZIP=-13.1, Synergy_Bliss=-3.54, Synergy_Loewe=-1.83, Synergy_HSA=0.854. (2) Drug 1: CCN(CC)CCCC(C)NC1=C2C=C(C=CC2=NC3=C1C=CC(=C3)Cl)OC. Drug 2: C1CN(P(=O)(OC1)NCCCl)CCCl. Cell line: MDA-MB-435. Synergy scores: CSS=23.0, Synergy_ZIP=-7.90, Synergy_Bliss=-9.94, Synergy_Loewe=-25.2, Synergy_HSA=-8.38. (3) Drug 1: C1CCC(C1)C(CC#N)N2C=C(C=N2)C3=C4C=CNC4=NC=N3. Drug 2: CC12CCC(CC1=CCC3C2CCC4(C3CC=C4C5=CN=CC=C5)C)O. Cell line: NCI/ADR-RES. Synergy scores: CSS=4.01, Synergy_ZIP=-1.62, Synergy_Bliss=0.0841, Synergy_Loewe=-4.71, Synergy_HSA=-0.808. (4) Drug 1: C1=NC2=C(N1)C(=S)N=C(N2)N. Drug 2: C(CCl)NC(=O)N(CCCl)N=O. Cell line: OVCAR-5. Synergy scores: CSS=34.3, Synergy_ZIP=0.401, Synergy_Bliss=-0.266, Synergy_Loewe=-22.1, Synergy_HSA=-1.41. (5) Drug 1: C1CCC(C1)C(CC#N)N2C=C(C=N2)C3=C4C=CNC4=NC=N3. Drug 2: CS(=O)(=O)OCCCCOS(=O)(=O)C. Cell line: SR. Synergy scores: CSS=68.2, Synergy_ZIP=2.30, Synergy_Bliss=3.66, Synergy_Loewe=0.793, Synergy_HSA=2.47. (6) Drug 1: CC1=CC=C(C=C1)C2=CC(=NN2C3=CC=C(C=C3)S(=O)(=O)N)C(F)(F)F. Drug 2: C1CC(C1)(C(=O)O)C(=O)O.[NH2-].[NH2-].[Pt+2]. Cell line: A549. Synergy scores: CSS=25.2, Synergy_ZIP=-3.56, Synergy_Bliss=-6.10, Synergy_Loewe=-3.23, Synergy_HSA=-2.41. (7) Drug 1: C1CC(=O)NC(=O)C1N2CC3=C(C2=O)C=CC=C3N. Drug 2: C1=NNC2=C1C(=O)NC=N2. Cell line: BT-549. Synergy scores: CSS=8.66, Synergy_ZIP=-1.07, Synergy_Bliss=2.73, Synergy_Loewe=-1.12, Synergy_HSA=-0.0328. (8) Cell line: HCT116. Drug 2: CN1C(=O)N2C=NC(=C2N=N1)C(=O)N. Synergy scores: CSS=19.9, Synergy_ZIP=4.26, Synergy_Bliss=6.15, Synergy_Loewe=-12.1, Synergy_HSA=5.11. Drug 1: C1=C(C(=O)NC(=O)N1)N(CCCl)CCCl. (9) Drug 1: C1=C(C(=O)NC(=O)N1)N(CCCl)CCCl. Drug 2: C(CC(=O)O)C(=O)CN.Cl. Cell line: MDA-MB-231. Synergy scores: CSS=1.38, Synergy_ZIP=-10.8, Synergy_Bliss=-16.1, Synergy_Loewe=-14.1, Synergy_HSA=-13.0. (10) Drug 1: C1=CN(C(=O)N=C1N)C2C(C(C(O2)CO)O)O.Cl. Drug 2: CS(=O)(=O)CCNCC1=CC=C(O1)C2=CC3=C(C=C2)N=CN=C3NC4=CC(=C(C=C4)OCC5=CC(=CC=C5)F)Cl. Cell line: SN12C. Synergy scores: CSS=23.2, Synergy_ZIP=-0.477, Synergy_Bliss=1.87, Synergy_Loewe=-16.2, Synergy_HSA=-0.368.